This data is from Reaction yield outcomes from USPTO patents with 853,638 reactions. The task is: Predict the reaction yield, written as a fraction of the theoretical maximum amount of product (1.0 means a 100% yield; for example, 0.34 means a 34% yield). (1) The reactants are [C:1]1([S:7]([C:10]2[C:18]3[C:13](=[CH:14][CH:15]=[C:16]([O:19][CH2:20][CH2:21]OS(C4C=CC(C)=CC=4)(=O)=O)[CH:17]=3)[NH:12][N:11]=2)(=[O:9])=[O:8])[CH:6]=[CH:5][CH:4]=[CH:3][CH:2]=1.[CH2:33]([NH2:37])[CH2:34][CH2:35][CH3:36]. The catalyst is C1COCC1. The product is [C:1]1([S:7]([C:10]2[C:18]3[C:13](=[CH:14][CH:15]=[C:16]([O:19][CH2:20][CH2:21][NH:37][CH2:33][CH2:34][CH2:35][CH3:36])[CH:17]=3)[NH:12][N:11]=2)(=[O:8])=[O:9])[CH:2]=[CH:3][CH:4]=[CH:5][CH:6]=1. The yield is 0.382. (2) The reactants are [CH:1]1([C@H:6]2[C:32](=[O:33])[N:31]3[CH2:34][C@@H:28]([CH2:29][C@H:30]3[C:35]([O-:37])=[O:36])[O:27][C:26]3[C:17](=[N:18][C:19]4[C:24]([CH:25]=3)=[CH:23][CH:22]=[CH:21][CH:20]=4)[CH:16]=[CH:15][CH2:14][CH2:13][CH2:12][C@@H:11]3[CH2:38][CH2:39][CH2:40][C@H:10]3[O:9][C:8](=[O:41])[NH:7]2)[CH2:5][CH2:4][CH2:3][CH2:2]1.[CH3:42]O. The catalyst is [Pd]. The product is [CH:1]1([C@H:6]2[C:32](=[O:33])[N:31]3[CH2:34][C@@H:28]([CH2:29][C@H:30]3[C:35]([O:37][CH3:42])=[O:36])[O:27][C:26]3[C:17](=[N:18][C:19]4[C:24]([CH:25]=3)=[CH:23][CH:22]=[CH:21][CH:20]=4)[CH2:16][CH2:15][CH2:14][CH2:13][CH2:12][C@@H:11]3[CH2:38][CH2:39][CH2:40][C@H:10]3[O:9][C:8](=[O:41])[NH:7]2)[CH2:2][CH2:3][CH2:4][CH2:5]1. The yield is 0.830. (3) The reactants are CON(C)[C:4](=[O:28])[C:5]1[CH:10]=[CH:9][CH:8]=[C:7]([C:11]2[CH:12]=[CH:13][C:14]3[O:18][C:17]([CH2:19][CH2:20][N:21]4[CH2:25][CH2:24][CH2:23][C@H:22]4[CH3:26])=[CH:16][C:15]=3[CH:27]=2)[CH:6]=1.[CH:30]1([Mg]Br)[CH2:32][CH2:31]1. No catalyst specified. The product is [CH:30]1([C:4]([C:5]2[CH:10]=[CH:9][CH:8]=[C:7]([C:11]3[CH:12]=[CH:13][C:14]4[O:18][C:17]([CH2:19][CH2:20][N:21]5[CH2:25][CH2:24][CH2:23][C@H:22]5[CH3:26])=[CH:16][C:15]=4[CH:27]=3)[CH:6]=2)=[O:28])[CH2:32][CH2:31]1. The yield is 0.480. (4) The reactants are [Cl:1][C:2]1[CH:3]=[C:4](/[C:12](=[N:16]\[O:17][CH:18]([CH3:20])[CH3:19])/[C:13]([OH:15])=O)[CH:5]=[CH:6][C:7]=1[S:8]([CH3:11])(=[O:10])=[O:9].C(N(CC)C(C)C)(C)C.[CH3:30][N:31]1[CH:35]=[CH:34][C:33]([NH2:36])=[N:32]1. The catalyst is C(#N)C. The product is [Cl:1][C:2]1[CH:3]=[C:4](/[C:12](=[N:16]\[O:17][CH:18]([CH3:20])[CH3:19])/[C:13]([NH:36][C:33]2[CH:34]=[CH:35][N:31]([CH3:30])[N:32]=2)=[O:15])[CH:5]=[CH:6][C:7]=1[S:8]([CH3:11])(=[O:9])=[O:10]. The yield is 0.450. (5) The reactants are [F:1][C:2]1[CH:3]=[C:4]([CH2:9][C:10](O)=[O:11])[CH:5]=[CH:6][C:7]=1[OH:8].B.CO. The catalyst is C1COCC1. The product is [F:1][C:2]1[CH:3]=[C:4]([CH2:9][CH2:10][OH:11])[CH:5]=[CH:6][C:7]=1[OH:8]. The yield is 0.760. (6) The reactants are C(OC(=O)[NH:7][C@H:8]([CH2:28][C:29]1[CH:34]=[CH:33][C:32]([O:35][CH3:36])=[CH:31][CH:30]=1)[C:9](=[O:27])[N:10]1[CH2:13][C:12]([O:21][CH2:22][CH2:23][CH2:24][CH2:25][CH3:26])([C:14]2[CH:19]=[CH:18][CH:17]=[CH:16][C:15]=2[CH3:20])[CH2:11]1)(C)(C)C.[F:38][C:39]([F:44])([F:43])[C:40]([OH:42])=[O:41]. The catalyst is ClCCl. The product is [F:38][C:39]([F:44])([F:43])[C:40]([OH:42])=[O:41].[NH2:7][C@H:8]([CH2:28][C:29]1[CH:30]=[CH:31][C:32]([O:35][CH3:36])=[CH:33][CH:34]=1)[C:9]([N:10]1[CH2:11][C:12]([O:21][CH2:22][CH2:23][CH2:24][CH2:25][CH3:26])([C:14]2[CH:19]=[CH:18][CH:17]=[CH:16][C:15]=2[CH3:20])[CH2:13]1)=[O:27]. The yield is 0.970.